From a dataset of Full USPTO retrosynthesis dataset with 1.9M reactions from patents (1976-2016). Predict the reactants needed to synthesize the given product. (1) Given the product [F:17][C:13]1[CH:12]=[C:11]2[C:16]([C:8]([C:5]3[CH:4]=[CH:3][C:2]([NH:27][CH2:28][CH2:29][S:30]([NH2:33])(=[O:32])=[O:31])=[N:7][CH:6]=3)=[CH:9][N:10]2[S:18]([C:21]2[CH:26]=[CH:25][CH:24]=[CH:23][CH:22]=2)(=[O:20])=[O:19])=[CH:15][CH:14]=1, predict the reactants needed to synthesize it. The reactants are: Br[C:2]1[N:7]=[CH:6][C:5]([C:8]2[C:16]3[C:11](=[CH:12][C:13]([F:17])=[CH:14][CH:15]=3)[N:10]([S:18]([C:21]3[CH:26]=[CH:25][CH:24]=[CH:23][CH:22]=3)(=[O:20])=[O:19])[CH:9]=2)=[CH:4][CH:3]=1.[NH2:27][CH2:28][CH2:29][S:30]([NH2:33])(=[O:32])=[O:31]. (2) Given the product [CH3:32][C:31]1[CH:30]=[C:29]([CH3:33])[NH:28][C:27](=[O:34])[C:26]=1[CH2:25][NH:24][C:11]([C:9]1[CH:8]=[C:7]([C:14]2[CH:15]=[N:16][C:17]([CH3:20])=[CH:18][CH:19]=2)[CH:6]=[C:5]2[C:10]=1[N:2]([CH3:1])[CH:3]=[C:4]2[CH:21]([CH3:22])[CH3:23])=[O:13], predict the reactants needed to synthesize it. The reactants are: [CH3:1][N:2]1[C:10]2[C:5](=[CH:6][C:7]([C:14]3[CH:15]=[N:16][C:17]([CH3:20])=[CH:18][CH:19]=3)=[CH:8][C:9]=2[C:11]([OH:13])=O)[C:4]([CH:21]([CH3:23])[CH3:22])=[CH:3]1.[NH2:24][CH2:25][C:26]1[C:27](=[O:34])[NH:28][C:29]([CH3:33])=[CH:30][C:31]=1[CH3:32].ON1C2N=CC=CC=2N=N1.C(Cl)CCl.CN1CCOCC1. (3) The reactants are: C(OC(=O)[NH:7][C:8]1[CH:13]=[CH:12][C:11]([C:14]([F:17])([F:16])[F:15])=[CH:10][C:9]=1[NH:18][C:19](=[O:36])[CH2:20][C:21]([C:23]1[CH:28]=[CH:27][CH:26]=[C:25]([C:29]2[CH:30]=[N:31][C:32]([CH3:35])=[CH:33][CH:34]=2)[CH:24]=1)=O)(C)(C)C.C(O)(C(F)(F)F)=O. Given the product [CH3:35][C:32]1[N:31]=[CH:30][C:29]([C:25]2[CH:24]=[C:23]([C:21]3[CH2:20][C:19](=[O:36])[NH:18][C:9]4[CH:10]=[C:11]([C:14]([F:17])([F:16])[F:15])[CH:12]=[CH:13][C:8]=4[N:7]=3)[CH:28]=[CH:27][CH:26]=2)=[CH:34][CH:33]=1, predict the reactants needed to synthesize it. (4) Given the product [F:1][C:2]1[CH:3]=[C:4]([N:9]2[CH:13]=[N:12][C:11]([C:14]([OH:16])=[O:15])=[N:10]2)[CH:5]=[CH:6][C:7]=1[F:8], predict the reactants needed to synthesize it. The reactants are: [F:1][C:2]1[CH:3]=[C:4]([N:9]2[CH:13]=[N:12][C:11]([C:14]([O:16]CC)=[O:15])=[N:10]2)[CH:5]=[CH:6][C:7]=1[F:8].[OH-].[Na+]. (5) Given the product [C:26]([O:30][C:31](=[O:40])[NH:32][C@H:33]1[CH2:34][CH2:35][C@@H:36]([NH:39][C:18]([C:15]2[C:11]3[N:12]=[CH:13][N:14]=[C:9]([C:6]4[CH:7]=[CH:8][C:3]([O:2][CH3:1])=[CH:4][C:5]=4[O:21][CH2:22][CH2:23][O:24][CH3:25])[C:10]=3[NH:17][CH:16]=2)=[O:20])[CH2:37][CH2:38]1)([CH3:29])([CH3:27])[CH3:28], predict the reactants needed to synthesize it. The reactants are: [CH3:1][O:2][C:3]1[CH:8]=[CH:7][C:6]([C:9]2[C:10]3[NH:17][CH:16]=[C:15]([C:18]([OH:20])=O)[C:11]=3[N:12]=[CH:13][N:14]=2)=[C:5]([O:21][CH2:22][CH2:23][O:24][CH3:25])[CH:4]=1.[C:26]([O:30][C:31](=[O:40])[NH:32][C@H:33]1[CH2:38][CH2:37][C@@H:36]([NH2:39])[CH2:35][CH2:34]1)([CH3:29])([CH3:28])[CH3:27]. (6) Given the product [F:38][C:35]1[CH:34]=[CH:33][C:32]([CH2:31][N:28]2[CH2:29][CH2:30][C:25]([CH2:24][NH:23][C:22]([CH:10]3[CH2:9][NH:8][C:13]4[CH:14]=[C:15]([Cl:21])[C:16]([N:18]([CH3:19])[CH3:20])=[CH:17][C:12]=4[O:11]3)=[O:40])([OH:39])[CH2:26][CH2:27]2)=[CH:37][CH:36]=1, predict the reactants needed to synthesize it. The reactants are: C(OC([N:8]1[C:13]2[CH:14]=[C:15]([Cl:21])[C:16]([N:18]([CH3:20])[CH3:19])=[CH:17][C:12]=2[O:11][CH:10]([C:22](=[O:40])[NH:23][CH2:24][C:25]2([OH:39])[CH2:30][CH2:29][N:28]([CH2:31][C:32]3[CH:37]=[CH:36][C:35]([F:38])=[CH:34][CH:33]=3)[CH2:27][CH2:26]2)[CH2:9]1)=O)(C)(C)C.FC(F)(F)C(O)=O. (7) Given the product [Br:10][C:8]1[N:7]([CH:11]([CH3:12])[CH3:13])[C:6]2[CH:14]([C:16]3[CH:21]=[CH:20][C:19]([Cl:22])=[C:18]([F:23])[CH:17]=3)[N:24]([C:25]3[CH:26]=[C:27]([Cl:33])[C:28](=[O:32])[N:29]([CH3:31])[CH:30]=3)[C:3](=[O:4])[C:5]=2[CH:9]=1, predict the reactants needed to synthesize it. The reactants are: CO[C:3]([C:5]1[CH:9]=[C:8]([Br:10])[N:7]([CH:11]([CH3:13])[CH3:12])[C:6]=1[CH:14]([C:16]1[CH:21]=[CH:20][C:19]([Cl:22])=[C:18]([F:23])[CH:17]=1)O)=[O:4].[NH2:24][C:25]1[CH:26]=[C:27]([Cl:33])[C:28](=[O:32])[N:29]([CH3:31])[CH:30]=1.COC(C1C=C(Br)N(C(C)C)C=1C(C1C=CC(Cl)=CC=1)O)=O.CN1C(N)=CC(C)=N1.ClC(N(C)C)=C(C)C. (8) The reactants are: [CH2:1]([OH:5])[CH2:2][CH2:3][OH:4].[N+](=[C:8]1[CH2:12][CH2:11][O:10][C:9]1=[O:13])=[N-]. Given the product [OH:4][CH2:3][CH2:2][CH2:1][O:5][CH:8]1[CH2:12][CH2:11][O:10][C:9]1=[O:13], predict the reactants needed to synthesize it.